Predict the reaction yield, written as a fraction of the theoretical maximum amount of product (1.0 means a 100% yield; for example, 0.34 means a 34% yield). From a dataset of Reaction yield outcomes from USPTO patents with 853,638 reactions. (1) The reactants are [OH-].[K+].[Br:3][C:4]1[CH:5]=[CH:6][C:7]2[NH:8][C:9]3[C:14]([C:15]=2[CH:16]=1)=[CH:13][C:12]([Br:17])=[CH:11][CH:10]=3.Br[CH2:19][CH2:20][CH:21]1[O:23][CH2:22]1. The catalyst is CN(C=O)C.CCOC(C)=O. The product is [Br:17][C:12]1[CH:11]=[CH:10][C:9]2[N:8]([CH2:19][CH2:20][CH:21]3[CH2:22][O:23]3)[C:7]3[C:15]([C:14]=2[CH:13]=1)=[CH:16][C:4]([Br:3])=[CH:5][CH:6]=3. The yield is 0.979. (2) The reactants are [CH2:1]([O:4][C:5]1[CH:31]=[CH:30][C:8]([CH2:9][C:10]2[CH:11]=[C:12]([C@@:17]3([O:28][CH3:29])[C@H:22]([OH:23])[C@@H:21]([OH:24])[C@H:20]([OH:25])[C@@H:19]([CH2:26][OH:27])[O:18]3)[CH:13]=[CH:14][C:15]=2[Cl:16])=[CH:7][CH:6]=1)[CH:2]=[CH2:3].[S:32](Cl)([C:35]1[CH:41]=[CH:40][C:38]([CH3:39])=[CH:37][CH:36]=1)(=[O:34])=[O:33]. The catalyst is C(OC(=O)C)C. The product is [CH3:39][C:38]1[CH:40]=[CH:41][C:35]([S:32]([O:27][CH2:26][C@@H:19]2[C@@H:20]([OH:25])[C@H:21]([OH:24])[C@@H:22]([OH:23])[C@@:17]([C:12]3[CH:13]=[CH:14][C:15]([Cl:16])=[C:10]([CH2:9][C:8]4[CH:30]=[CH:31][C:5]([O:4][CH2:1][CH:2]=[CH2:3])=[CH:6][CH:7]=4)[CH:11]=3)([O:28][CH3:29])[O:18]2)(=[O:34])=[O:33])=[CH:36][CH:37]=1. The yield is 0.890. (3) The reactants are [OH:1][S:2]([OH:5])(=O)=[O:3].N#N.Cl.[Br:9][C:10]1[CH:19]=[C:18]2[C:13]([CH:14]=[CH:15][N:16]=[CH:17]2)=[CH:12][CH:11]=1. No catalyst specified. The product is [Br:9][C:10]1[CH:11]=[C:12]([S:2]([OH:5])(=[O:3])=[O:1])[C:13]2[CH:14]=[CH:15][N:16]=[CH:17][C:18]=2[CH:19]=1. The yield is 0.850.